This data is from Reaction yield outcomes from USPTO patents with 853,638 reactions. The task is: Predict the reaction yield, written as a fraction of the theoretical maximum amount of product (1.0 means a 100% yield; for example, 0.34 means a 34% yield). (1) The reactants are [NH2:1][C:2]1[CH:7]=[CH:6][C:5]([N:8]2[CH2:13][CH2:12][CH2:11][CH2:10][CH2:9]2)=[CH:4][C:3]=1[C:14]1[N:19]=[CH:18][N:17]=[C:16]([NH:20][CH2:21][C:22]2[CH:27]=[CH:26][CH:25]=[C:24]([C:28]([F:31])([F:30])[F:29])[CH:23]=2)[CH:15]=1.[OH:32][CH2:33][CH2:34][O:35][CH2:36][CH2:37][NH:38][C:39]([C:41]1[CH:42]=[C:43]([CH:47]=[CH:48][CH:49]=1)[C:44](O)=[O:45])=[O:40].C(N(CC)CC)C.CCN=C=NCCCN(C)C.Cl.C1C=CC2N(O)N=NC=2C=1. The catalyst is CN(C)C=O. The product is [OH:32][CH2:33][CH2:34][O:35][CH2:36][CH2:37][NH:38][C:39](=[O:40])[C:41]1[CH:49]=[CH:48][CH:47]=[C:43]([C:44]([NH:1][C:2]2[CH:7]=[CH:6][C:5]([N:8]3[CH2:9][CH2:10][CH2:11][CH2:12][CH2:13]3)=[CH:4][C:3]=2[C:14]2[CH:15]=[C:16]([NH:20][CH2:21][C:22]3[CH:27]=[CH:26][CH:25]=[C:24]([C:28]([F:30])([F:29])[F:31])[CH:23]=3)[N:17]=[CH:18][N:19]=2)=[O:45])[CH:42]=1. The yield is 0.150. (2) The reactants are N#N.[Cl-].[NH4+].C(O)C.[I:8][C:9]1[CH:14]=[C:13]([N+:15]([O-])=O)[CH:12]=[CH:11][C:10]=1[O:18][CH3:19]. The catalyst is [Fe].O. The product is [I:8][C:9]1[CH:14]=[C:13]([NH2:15])[CH:12]=[CH:11][C:10]=1[O:18][CH3:19]. The yield is 0.880. (3) The reactants are [H-].[Al+3].[Li+].[H-].[H-].[H-].[CH2:7]([S:14][C:15]([CH3:23])([CH2:19][N+:20]([O-])=O)[CH2:16][CH2:17][OH:18])[C:8]1[CH:13]=[CH:12][CH:11]=[CH:10][CH:9]=1.C(O)C.O. The catalyst is O1CCCC1. The product is [NH2:20][CH2:19][C:15]([S:14][CH2:7][C:8]1[CH:13]=[CH:12][CH:11]=[CH:10][CH:9]=1)([CH3:23])[CH2:16][CH2:17][OH:18]. The yield is 0.990. (4) The reactants are Cl[C:2]1[N:3]=[N:4][CH:5]=[C:6]([Cl:8])[CH:7]=1.[Br-].[F:10][C:11]1[CH:16]=[CH:15][C:14]([Zn+])=[CH:13][CH:12]=1.C(OCC)(=O)C.O. The catalyst is O1CCCC1. The product is [Cl:8][C:6]1[CH:7]=[C:2]([C:14]2[CH:15]=[CH:16][C:11]([F:10])=[CH:12][CH:13]=2)[N:3]=[N:4][CH:5]=1. The yield is 0.580. (5) The reactants are [Cl:1][C:2]1[CH:7]=[C:6]([Cl:8])[CH:5]=[CH:4][C:3]=1[C:9]1[N:10]([C:15]2[CH:20]=[CH:19][CH:18]=[CH:17][C:16]=2[Cl:21])[C:11]([SH:14])=[N:12][N:13]=1.Cl[CH2:23][C:24]1[O:25][C:26]([C:29]2[CH:34]=[CH:33][C:32]([CH3:35])=[CH:31][CH:30]=2)=[N:27][N:28]=1.C([O-])([O-])=O.[K+].[K+]. The catalyst is C(#N)C. The product is [C:32]1([CH3:35])[CH:31]=[CH:30][C:29]([C:26]2[O:25][C:24]([CH2:23][S:14][C:11]3[N:10]([C:15]4[CH:20]=[CH:19][CH:18]=[CH:17][C:16]=4[Cl:21])[C:9]([C:3]4[CH:4]=[CH:5][C:6]([Cl:8])=[CH:7][C:2]=4[Cl:1])=[N:13][N:12]=3)=[N:28][N:27]=2)=[CH:34][CH:33]=1. The yield is 0.750.